From a dataset of Reaction yield outcomes from USPTO patents with 853,638 reactions. Predict the reaction yield, written as a fraction of the theoretical maximum amount of product (1.0 means a 100% yield; for example, 0.34 means a 34% yield). (1) The catalyst is CC#N. The product is [CH3:31][C:11]1[CH:10]=[CH:9][C:8]([C:6]2[O:3][C:1]([CH3:2])=[N:4][N:5]=2)=[CH:13][C:12]=1[NH:14][C:15](=[O:30])[C:16]1[CH:17]=[CH:18][C:19]([O:22][CH2:23][C:24]2[CH:29]=[CH:28][CH:27]=[CH:26][N:25]=2)=[CH:20][CH:21]=1. The yield is 0.340. The reactants are [C:1]([NH:4][NH:5][C:6]([C:8]1[CH:9]=[CH:10][C:11]([CH3:31])=[C:12]([NH:14][C:15](=[O:30])[C:16]2[CH:21]=[CH:20][C:19]([O:22][CH2:23][C:24]3[CH:29]=[CH:28][CH:27]=[CH:26][N:25]=3)=[CH:18][CH:17]=2)[CH:13]=1)=O)(=[O:3])[CH3:2].C1C=CC(P(C2C=CC=CC=2)C2C=CC=CC=2)=CC=1.CCN(C(C)C)C(C)C.ClC(Cl)(Cl)C(Cl)(Cl)Cl. (2) The reactants are [F:1][C:2]1[CH:3]=[C:4]2[C:9](=[CH:10][CH:11]=1)[C:8]([OH:12])=[N:7][CH:6]=[CH:5]2.[C:13](O)(=[O:15])C.C(O)(=O)C.IC1C=CC=CC=1.CS(O)(=O)=O. The catalyst is CO. The product is [F:1][C:2]1[CH:3]=[C:4]2[C:9](=[CH:10][CH:11]=1)[C:8]([OH:12])=[N:7][CH:6]=[C:5]2[O:15][CH3:13]. The yield is 0.680. (3) The reactants are [CH:1]([C:4]1[CH:9]=[C:8]([N:10]2[CH2:15][CH2:14][O:13][CH2:12][CH2:11]2)[CH:7]=[C:6]([CH:16]([CH3:18])[CH3:17])[C:5]=1[NH2:19])([CH3:3])[CH3:2].N1C=CC=CC=1.[CH:26]1([CH2:31][C:32](Cl)=[O:33])[CH2:30][CH2:29][CH2:28][CH2:27]1. The catalyst is O1CCCC1.C(OCC)(=O)C. The product is [CH:26]1([CH2:31][C:32]([NH:19][C:5]2[C:6]([CH:16]([CH3:18])[CH3:17])=[CH:7][C:8]([N:10]3[CH2:11][CH2:12][O:13][CH2:14][CH2:15]3)=[CH:9][C:4]=2[CH:1]([CH3:3])[CH3:2])=[O:33])[CH2:30][CH2:29][CH2:28][CH2:27]1. The yield is 0.330. (4) The reactants are C(=O)([O-])[O-].[K+].[K+].[C:7]([O:11][C:12]([N:14]1[CH2:18][CH2:17][CH:16]([O:19][CH2:20][C:21]2[CH:26]=[CH:25][CH:24]=[CH:23][CH:22]=2)[CH:15]1[CH2:27][CH:28]([OH:41])[CH2:29]OS(C1C=CC(C)=CC=1)(=O)=O)=[O:13])([CH3:10])([CH3:9])[CH3:8].CO. The catalyst is C(OCC)(=O)C. The product is [C:7]([O:11][C:12]([N:14]1[CH2:18][CH2:17][CH:16]([O:19][CH2:20][C:21]2[CH:22]=[CH:23][CH:24]=[CH:25][CH:26]=2)[CH:15]1[CH2:27][CH:28]1[CH2:29][O:41]1)=[O:13])([CH3:8])([CH3:10])[CH3:9]. The yield is 0.740. (5) The product is [Cl:1][C:2]1[N:11]=[C:10]([C:12]2[C:13](=[O:14])[NH:15][C:19](=[O:18])[C:20]=2[C:22]2[C:23]3[S:36][CH:35]=[CH:34][C:24]=3[NH:25][CH:26]=2)[C:9]2[C:4](=[CH:5][CH:6]=[CH:7][CH:8]=2)[N:3]=1. The yield is 0.790. The reactants are [Cl:1][C:2]1[N:11]=[C:10]([CH2:12][C:13]([NH2:15])=[O:14])[C:9]2[C:4](=[CH:5][CH:6]=[CH:7][CH:8]=2)[N:3]=1.C([O:18][C:19](=O)[C:20]([C:22]1[C:23]2[S:36][CH:35]=[CH:34][C:24]=2[N:25](C(OC(C)(C)C)=O)[CH:26]=1)=O)C.C1COCC1.CC([O-])(C)C.[K+]. The catalyst is O.